From a dataset of Catalyst prediction with 721,799 reactions and 888 catalyst types from USPTO. Predict which catalyst facilitates the given reaction. (1) The catalyst class is: 314. Reactant: [CH3:1][Si:2]([CH3:21])([CH3:20])[CH2:3][CH2:4][O:5][C:6](=[O:19])[NH:7][C:8]1[CH:13]=[C:12]([N+:14]([O-])=O)[C:11]([Br:17])=[C:10]([CH3:18])[CH:9]=1.[NH4+].[Cl-]. Product: [CH3:20][Si:2]([CH3:1])([CH3:21])[CH2:3][CH2:4][O:5][C:6](=[O:19])[NH:7][C:8]1[CH:9]=[C:10]([CH3:18])[C:11]([Br:17])=[C:12]([NH2:14])[CH:13]=1. (2) Reactant: [CH3:1][O:2][C:3]1[CH:4]=[C:5]2[C:9](=[CH:10][CH:11]=1)[NH:8][CH:7]=[CH:6]2.[C:12]([N:19]1[CH2:24][CH2:23][CH2:22][CH2:21][C:20]1=O)([O:14][C:15]([CH3:18])([CH3:17])[CH3:16])=[O:13].CC(C)([O-])C.[K+].O. Product: [CH3:1][O:2][C:3]1[CH:4]=[C:5]2[C:9](=[CH:10][CH:11]=1)[NH:8][CH:7]=[C:6]2[C:22]1[CH2:23][CH2:24][N:19]([C:12]([O:14][C:15]([CH3:18])([CH3:17])[CH3:16])=[O:13])[CH2:20][CH:21]=1. The catalyst class is: 107. (3) Reactant: C1(S([N:10]2[C:14]3[N:15]=[CH:16][N:17]=[C:18]([N:19]4[CH2:24][CH2:23][CH:22]([C:25]5[NH:26][C:27]([C:31]6[CH:36]=[CH:35][CH:34]=[C:33]([O:37][C:38]([F:41])([F:40])[F:39])[CH:32]=6)=[C:28]([CH3:30])[N:29]=5)[CH2:21][CH2:20]4)[C:13]=3[CH:12]=[C:11]2I)(=O)=O)C=CC=CC=1.[F:43][C:44]1[CH:49]=[CH:48][C:47](B(O)O)=[CH:46][CH:45]=1.C(=O)([O-])[O-].[K+].[K+].C(#N)C. Product: [F:43][C:44]1[CH:49]=[CH:48][C:47]([C:11]2[NH:10][C:14]3[N:15]=[CH:16][N:17]=[C:18]([N:19]4[CH2:24][CH2:23][CH:22]([C:25]5[NH:26][C:27]([C:31]6[CH:36]=[CH:35][CH:34]=[C:33]([O:37][C:38]([F:40])([F:41])[F:39])[CH:32]=6)=[C:28]([CH3:30])[N:29]=5)[CH2:21][CH2:20]4)[C:13]=3[CH:12]=2)=[CH:46][CH:45]=1. The catalyst class is: 25. (4) Reactant: [CH3:1][C:2]1[CH:7]=[C:6]([CH2:8][CH2:9][N:10]2C(=O)C3C(=CC=CC=3)C2=O)[CH:5]=[CH:4][N:3]=1. Product: [CH3:1][C:2]1[CH:7]=[C:6]([CH2:8][CH2:9][NH2:10])[CH:5]=[CH:4][N:3]=1. The catalyst class is: 8. (5) Reactant: [C:1]([OH:8])(=[O:7])[CH2:2][CH2:3][C:4]([OH:6])=[O:5].[Cl:9][C:10]1[CH:20]=[CH:19][C:13]2[CH2:14][CH2:15][NH:16][CH2:17][CH2:18][C:12]=2[C:11]=1[CH2:21][S:22][C:23]1[CH:28]=[CH:27][C:26]([C:29]2[N:30]=[C:31]([NH:34][CH2:35][CH:36]3[CH2:38][CH2:37]3)[S:32][CH:33]=2)=[CH:25][CH:24]=1. Product: [C:1]([OH:8])(=[O:7])[CH2:2][CH2:3][C:4]([OH:6])=[O:5].[Cl:9][C:10]1[CH:20]=[CH:19][C:13]2[CH2:14][CH2:15][NH:16][CH2:17][CH2:18][C:12]=2[C:11]=1[CH2:21][S:22][C:23]1[CH:24]=[CH:25][C:26]([C:29]2[N:30]=[C:31]([NH:34][CH2:35][CH:36]3[CH2:38][CH2:37]3)[S:32][CH:33]=2)=[CH:27][CH:28]=1. The catalyst class is: 8. (6) Reactant: Cl[C:2]1[CH:9]=[CH:8][C:5]([CH:6]=[O:7])=[CH:4][C:3]=1[N+:10]([O-:12])=[O:11].[H-].[Na+].[C:15]([O:19][CH3:20])(=[O:18])[CH2:16][SH:17]. The catalyst class is: 18. Product: [CH3:20][O:19][C:15](=[O:18])[CH2:16][S:17][C:2]1[CH:9]=[CH:8][C:5]([CH:6]=[O:7])=[CH:4][C:3]=1[N+:10]([O-:12])=[O:11].